This data is from Catalyst prediction with 721,799 reactions and 888 catalyst types from USPTO. The task is: Predict which catalyst facilitates the given reaction. (1) The catalyst class is: 1. Product: [Cl:19][C:6]1[CH:5]=[C:4]([NH:20][S:34]([C:31]2[CH:32]=[CH:33][C:28]([I:27])=[CH:29][CH:30]=2)(=[O:36])=[O:35])[CH:3]=[C:2]([Cl:1])[C:7]=1[S:8][C:9]1[CH:18]=[CH:17][C:16]2[C:11](=[CH:12][CH:13]=[CH:14][CH:15]=2)[CH:10]=1. Reactant: [Cl:1][C:2]1[CH:3]=[C:4]([NH2:20])[CH:5]=[C:6]([Cl:19])[C:7]=1[S:8][C:9]1[CH:18]=[CH:17][C:16]2[C:11](=[CH:12][CH:13]=[CH:14][CH:15]=2)[CH:10]=1.N1C=CC=CC=1.[I:27][C:28]1[CH:33]=[CH:32][C:31]([S:34](Cl)(=[O:36])=[O:35])=[CH:30][CH:29]=1. (2) Reactant: C([N:4]1[C:12]2[CH:11]=[C:10]([C:13]3[CH:18]=[CH:17][CH:16]=[CH:15][CH:14]=3)[CH:9]=[C:8]([C:19]([O:21][CH3:22])=[O:20])[C:7]=2[CH:6]=[N:5]1)(=O)C.Cl. Product: [C:13]1([C:10]2[CH:9]=[C:8]([C:19]([O:21][CH3:22])=[O:20])[C:7]3[CH:6]=[N:5][NH:4][C:12]=3[CH:11]=2)[CH:18]=[CH:17][CH:16]=[CH:15][CH:14]=1. The catalyst class is: 24. (3) Reactant: [OH:1]/[N:2]=[CH:3]/[C:4]1[CH:5]=[C:6]2[C:11](=[CH:12][CH:13]=1)[C:10](=[O:14])[CH2:9][CH2:8][CH2:7]2.ClN1C(=O)CCC1=O.[Cl:23][C:24]1[CH:29]=[C:28]([C:30]([C:32]([F:35])([F:34])[F:33])=[CH2:31])[CH:27]=[C:26]([Cl:36])[CH:25]=1.[K]. Product: [Cl:23][C:24]1[CH:29]=[C:28]([C:30]2([C:32]([F:35])([F:33])[F:34])[O:1][N:2]=[C:3]([C:4]3[CH:5]=[C:6]4[C:11](=[CH:12][CH:13]=3)[C:10](=[O:14])[CH2:9][CH2:8][CH2:7]4)[CH2:31]2)[CH:27]=[C:26]([Cl:36])[CH:25]=1. The catalyst class is: 288. (4) Reactant: [CH3:1][N:2]([CH3:6])[CH2:3][CH2:4][NH2:5].F[C:8]1[CH:13]=[CH:12][C:11]([NH:14][C:15]([NH:17][C:18]2[CH:23]=[CH:22][C:21]([O:24][C:25]3[CH:30]=[CH:29][CH:28]=[CH:27][CH:26]=3)=[CH:20][CH:19]=2)=[O:16])=[CH:10][C:9]=1[N+:31]([O-:33])=[O:32].ClCCl.C(=O)([O-])[O-].[Na+].[Na+]. Product: [CH3:1][N:2]([CH3:6])[CH2:3][CH2:4][NH:5][C:8]1[CH:13]=[CH:12][C:11]([NH:14][C:15]([NH:17][C:18]2[CH:19]=[CH:20][C:21]([O:24][C:25]3[CH:30]=[CH:29][CH:28]=[CH:27][CH:26]=3)=[CH:22][CH:23]=2)=[O:16])=[CH:10][C:9]=1[N+:31]([O-:33])=[O:32]. The catalyst class is: 9. (5) Reactant: C([NH:18][CH2:19][C:20]([OH:22])=[O:21])(OCC1C2C(=CC=CC=2)C2C1=CC=CC=2)=O.[CH3:23][O:24][CH2:25][CH2:26][CH:27]([O:31][C:32]([C:47]1[CH:52]=[CH:51][CH:50]=[CH:49][CH:48]=1)([C:39]1[CH:44]=[CH:43][C:42]([O:45][CH3:46])=[CH:41][CH:40]=1)[C:33]1[CH:38]=[CH:37][CH:36]=[CH:35][CH:34]=1)[C:28]([NH2:30])=[O:29].N1CCCCC1. Product: [NH2:18][CH2:19][C:20]([OH:22])=[O:21].[CH3:23][O:24][CH2:25][CH2:26][CH:27]([O:31][C:32]([C:47]1[CH:48]=[CH:49][CH:50]=[CH:51][CH:52]=1)([C:39]1[CH:40]=[CH:41][C:42]([O:45][CH3:46])=[CH:43][CH:44]=1)[C:33]1[CH:38]=[CH:37][CH:36]=[CH:35][CH:34]=1)[C:28]([NH2:30])=[O:29]. The catalyst class is: 9.